Dataset: Full USPTO retrosynthesis dataset with 1.9M reactions from patents (1976-2016). Task: Predict the reactants needed to synthesize the given product. (1) Given the product [F:44][C:45]([F:50])([F:49])[C:46]([OH:48])=[O:47].[N:1]1[CH:6]=[CH:5][C:4]([NH:7][S:8]([C:11]2[CH:20]=[CH:19][C:18]3[C:13](=[CH:14][CH:15]=[CH:16][C:17]=3[C:21]3[CH:26]=[CH:25][C:24]([C:27]([F:28])([F:29])[F:30])=[CH:23][C:22]=3[C:31]3[CH2:36][CH2:35][NH:34][CH2:33][CH:32]=3)[CH:12]=2)(=[O:10])=[O:9])=[N:3][CH:2]=1, predict the reactants needed to synthesize it. The reactants are: [N:1]1[CH:6]=[CH:5][C:4]([NH:7][S:8]([C:11]2[CH:12]=[C:13]3[C:18](=[CH:19][CH:20]=2)[C:17]([C:21]2[CH:26]=[CH:25][C:24]([C:27]([F:30])([F:29])[F:28])=[CH:23][C:22]=2[C:31]2[CH2:36][CH2:35][N:34](C(OC(C)(C)C)=O)[CH2:33][CH:32]=2)=[CH:16][CH:15]=[CH:14]3)(=[O:10])=[O:9])=[N:3][CH:2]=1.[F:44][C:45]([F:50])([F:49])[C:46]([OH:48])=[O:47]. (2) Given the product [ClH:23].[CH3:19][C:20]1[CH:27]=[C:26]([CH3:28])[CH:25]=[CH:24][C:21]=1[CH2:22][S:18][C:9]1[NH:8][C@H:7]([C:1]2[CH:2]=[CH:3][CH:4]=[CH:5][CH:6]=2)[C@H:11]([C:12]2[CH:13]=[CH:14][CH:15]=[CH:16][CH:17]=2)[N:10]=1, predict the reactants needed to synthesize it. The reactants are: [C:1]1([C@H:7]2[C@@H:11]([C:12]3[CH:17]=[CH:16][CH:15]=[CH:14][CH:13]=3)[NH:10][C:9](=[S:18])[NH:8]2)[CH:6]=[CH:5][CH:4]=[CH:3][CH:2]=1.[CH3:19][C:20]1[CH:27]=[C:26]([CH3:28])[CH:25]=[CH:24][C:21]=1[CH2:22][Cl:23]. (3) Given the product [CH3:15][C:4]1[C:5]([C:8]([O:10][C:11]([CH3:14])([CH3:13])[CH3:12])=[O:9])=[N:6][CH:7]=[C:2]([O:22][CH2:21][C:17]2[O:16][CH:20]=[CH:19][N:18]=2)[N:3]=1, predict the reactants needed to synthesize it. The reactants are: Cl[C:2]1[N:3]=[C:4]([CH3:15])[C:5]([C:8]([O:10][C:11]([CH3:14])([CH3:13])[CH3:12])=[O:9])=[N:6][CH:7]=1.[O:16]1[CH:20]=[CH:19][N:18]=[C:17]1[CH2:21][OH:22].C(=O)([O-])[O-].[K+].[K+]. (4) Given the product [CH3:29][C:27]([Si:30]([CH3:43])([CH3:42])[O:31][CH2:32][C:33]1[CH:34]=[C:35]([C:2]2[CH:3]=[CH:4][C:5]([CH3:17])=[C:6]([CH2:8][NH:9][C:10](=[O:16])[O:11][C:12]([CH3:15])([CH3:14])[CH3:13])[CH:7]=2)[CH:36]=[CH:37][CH:38]=1)([CH3:26])[CH3:28], predict the reactants needed to synthesize it. The reactants are: Br[C:2]1[CH:3]=[CH:4][C:5]([CH3:17])=[C:6]([CH2:8][NH:9][C:10](=[O:16])[O:11][C:12]([CH3:15])([CH3:14])[CH3:13])[CH:7]=1.[O-]P([O-])([O-])=O.[K+].[K+].[K+].[CH3:26][C:27]([Si:30]([CH3:43])([CH3:42])[O:31][CH2:32][C:33]1[CH:34]=[C:35](B(O)O)[CH:36]=[CH:37][CH:38]=1)([CH3:29])[CH3:28].